Dataset: Forward reaction prediction with 1.9M reactions from USPTO patents (1976-2016). Task: Predict the product of the given reaction. (1) Given the reactants [C:1]([C:5]1[CH:10]=[CH:9][C:8]([C:11]2[N:12]([C:32](Cl)=[O:33])[C:13]([C:25]3[CH:30]=[CH:29][C:28]([Cl:31])=[CH:27][CH:26]=3)([CH3:24])[C:14]([C:17]3[CH:22]=[CH:21][C:20]([Cl:23])=[CH:19][CH:18]=3)([CH3:16])[N:15]=2)=[C:7]([O:35][CH:36]([CH3:38])[CH3:37])[CH:6]=1)([CH3:4])([CH3:3])[CH3:2].[CH3:39][O:40][CH2:41][CH2:42][N:43]1[CH2:48][CH2:47][NH:46][CH2:45][CH2:44]1, predict the reaction product. The product is: [C:1]([C:5]1[CH:10]=[CH:9][C:8]([C:11]2[N:12]([C:32]([N:46]3[CH2:47][CH2:48][N:43]([CH2:42][CH2:41][O:40][CH3:39])[CH2:44][CH2:45]3)=[O:33])[C@@:13]([C:25]3[CH:26]=[CH:27][C:28]([Cl:31])=[CH:29][CH:30]=3)([CH3:24])[C@@:14]([C:17]3[CH:22]=[CH:21][C:20]([Cl:23])=[CH:19][CH:18]=3)([CH3:16])[N:15]=2)=[C:7]([O:35][CH:36]([CH3:38])[CH3:37])[CH:6]=1)([CH3:4])([CH3:3])[CH3:2]. (2) Given the reactants C(C1[N:13]([C:14]2[CH:19]=[CH:18][C:17]([CH2:20][CH2:21][NH:22][C:23]([NH:25][S:26]([C:29]3[CH:34]=[CH:33][C:32]([CH3:35])=[CH:31][CH:30]=3)(=[O:28])=[O:27])=[O:24])=[CH:16][CH:15]=2)[C:6]2=[N:7][C:8]([CH3:12])=[CH:9][C:10]([CH3:11])=[C:5]2[N:4]=1)C.[C:36]([CH2:40][C:41](Cl)=O)([CH3:39])([CH3:38])[CH3:37], predict the reaction product. The product is: [CH3:12][C:8]1[N:7]=[C:6]2[N:13]([C:14]3[CH:15]=[CH:16][C:17]([CH2:20][CH2:21][NH:22][C:23]([NH:25][S:26]([C:29]4[CH:30]=[CH:31][C:32]([CH3:35])=[CH:33][CH:34]=4)(=[O:27])=[O:28])=[O:24])=[CH:18][CH:19]=3)[C:41]([CH2:40][C:36]([CH3:37])([CH3:38])[CH3:39])=[N:4][C:5]2=[C:10]([CH3:11])[CH:9]=1. (3) Given the reactants [K:1].C([O:9][C:10]1[C:11]([N:28]2[S:32](=[O:34])(=[O:33])[NH:31][C:30](=[O:35])[CH2:29]2)=[CH:12][C:13]2[C:18]([CH:19]=1)=[CH:17][C:16]([O:20]CC1C=CC=CC=1)=[CH:15][CH:14]=2)C1C=CC=CC=1.N#N, predict the reaction product. The product is: [K:1].[OH:9][C:10]1[C:11]([N:28]2[S:32](=[O:34])(=[O:33])[NH:31][C:30](=[O:35])[CH2:29]2)=[CH:12][C:13]2[C:18]([CH:19]=1)=[CH:17][C:16]([OH:20])=[CH:15][CH:14]=2. (4) Given the reactants [CH3:1][S:2]([C:5]1[CH:6]=[C:7]([N:11]2[CH2:26][CH:14]3[CH2:15][N:16](C(OC(C)(C)C)=O)[CH2:17][CH2:18][N:13]3[C:12]2=[O:27])[CH:8]=[CH:9][CH:10]=1)(=[O:4])=[O:3].C(OCC)(=O)C.[ClH:34], predict the reaction product. The product is: [ClH:34].[CH3:1][S:2]([C:5]1[CH:6]=[C:7]([N:11]2[CH2:26][CH:14]3[CH2:15][NH:16][CH2:17][CH2:18][N:13]3[C:12]2=[O:27])[CH:8]=[CH:9][CH:10]=1)(=[O:3])=[O:4]. (5) Given the reactants BrC1C=NN2C=C(C3C=NN(C(C)(C)C)C=3)C=C(O[C@@H]([C@H]3CN([C@@H](C4C=CC(OC)=CC=4)C)C(=O)C3)C)C=12.C[Zn]C.[C:42]([N:46]1[CH:50]=[C:49]([C:51]2[CH:52]=[C:53]([O:61][C@@H:62]([C@H:64]3[CH2:68][N:67]([C@@H](C4C=CC(OC)=CC=4)C)[C:66](=[O:79])[CH2:65]3)[CH3:63])[C:54]3[N:55]([N:57]=[CH:58][C:59]=3[CH3:60])[CH:56]=2)[CH:48]=[N:47]1)([CH3:45])([CH3:44])[CH3:43], predict the reaction product. The product is: [C:42]([N:46]1[CH:50]=[C:49]([C:51]2[CH:52]=[C:53]([O:61][C@@H:62]([C@H:64]3[CH2:68][NH:67][C:66](=[O:79])[CH2:65]3)[CH3:63])[C:54]3[N:55]([N:57]=[CH:58][C:59]=3[CH3:60])[CH:56]=2)[CH:48]=[N:47]1)([CH3:43])([CH3:44])[CH3:45]. (6) Given the reactants [CH3:1][N:2]1[CH2:7][CH2:6][CH:5]([CH2:8][C:9]2[CH:10]=[C:11]([C:15]3[CH:20]=[CH:19][CH:18]=[C:17]([CH2:21][NH:22][S:23]([C:26]4[CH:27]=[C:28]([CH:32]=[CH:33][CH:34]=4)[C:29](O)=[O:30])(=[O:25])=[O:24])[CH:16]=3)[CH:12]=[CH:13][CH:14]=2)[CH2:4][CH2:3]1.Cl.[NH2:36][CH2:37][C:38]1[C:43]([CH2:44][CH3:45])=[N:42][C:41]2[N:46]([CH2:49][CH3:50])[N:47]=[CH:48][C:40]=2[C:39]=1[NH:51][CH:52]1[CH2:57][CH2:56][O:55][CH2:54][CH2:53]1.CN(C(ON1N=NC2C=CC=CC1=2)=[N+](C)C)C.F[P-](F)(F)(F)(F)F, predict the reaction product. The product is: [CH2:49]([N:46]1[C:41]2=[N:42][C:43]([CH2:44][CH3:45])=[C:38]([CH2:37][NH:36][C:29](=[O:30])[C:28]3[CH:32]=[CH:33][CH:34]=[C:26]([S:23]([NH:22][CH2:21][C:17]4[CH:16]=[C:15]([C:11]5[CH:12]=[CH:13][CH:14]=[C:9]([CH2:8][CH:5]6[CH2:6][CH2:7][N:2]([CH3:1])[CH2:3][CH2:4]6)[CH:10]=5)[CH:20]=[CH:19][CH:18]=4)(=[O:25])=[O:24])[CH:27]=3)[C:39]([NH:51][CH:52]3[CH2:53][CH2:54][O:55][CH2:56][CH2:57]3)=[C:40]2[CH:48]=[N:47]1)[CH3:50]. (7) Given the reactants [CH3:1][N:2]1[C:6]2[CH:7]=[CH:8][CH:9]=[C:10]([N+:11]([O-])=O)[C:5]=2[N:4]=[C:3]1[CH3:14].NC1C2N=C(CO)NC=2C=CC=1, predict the reaction product. The product is: [CH3:1][N:2]1[C:6]2[CH:7]=[CH:8][CH:9]=[C:10]([NH2:11])[C:5]=2[N:4]=[C:3]1[CH3:14]. (8) Given the reactants [O:1]1[CH:6]=[CH:5][CH2:4][CH2:3][CH2:2]1.[CH2:7]([OH:11])[CH2:8][CH:9]=[CH2:10], predict the reaction product. The product is: [CH2:7]([O:11][CH:6]1[CH2:5][CH2:4][CH2:3][CH2:2][O:1]1)[CH2:8][CH:9]=[CH2:10]. (9) The product is: [C:17]([O:16][C:14](=[O:15])[NH:21][CH2:22][CH:23]([NH:29][CH:2]([C:4]1[C:13]2[C:8](=[CH:9][CH:10]=[CH:11][CH:12]=2)[CH:7]=[CH:6][CH:5]=1)[CH3:1])[CH2:24][CH3:25])([CH3:20])([CH3:19])[CH3:18]. Given the reactants [CH3:1][C:2]([C:4]1[C:13]2[C:8](=[CH:9][CH:10]=[CH:11][CH:12]=2)[CH:7]=[CH:6][CH:5]=1)=O.[C:14]([NH:21][CH2:22][CH2:23][CH2:24][CH2:25]N)([O:16][C:17]([CH3:20])([CH3:19])[CH3:18])=[O:15].[BH3-]C#[N:29].[Na+], predict the reaction product.